Dataset: Reaction yield outcomes from USPTO patents with 853,638 reactions. Task: Predict the reaction yield, written as a fraction of the theoretical maximum amount of product (1.0 means a 100% yield; for example, 0.34 means a 34% yield). (1) The reactants are Cl[S:2]([C:5]1[CH:13]=[CH:12][C:8]([C:9]([OH:11])=[O:10])=[CH:7][CH:6]=1)(=[O:4])=[O:3].[NH:14]1[CH2:19][CH2:18][O:17][CH2:16][CH2:15]1.O. The catalyst is C1COCC1. The product is [N:14]1([S:2]([C:5]2[CH:13]=[CH:12][C:8]([C:9]([OH:11])=[O:10])=[CH:7][CH:6]=2)(=[O:4])=[O:3])[CH2:19][CH2:18][O:17][CH2:16][CH2:15]1. The yield is 0.200. (2) The reactants are Br[C:2]1[CH:3]=[C:4]([O:18][C:19]2[CH:24]=[CH:23][CH:22]=[CH:21][CH:20]=2)[C:5]([NH:8][C:9]2[S:10][C:11]3[C:16]([N:17]=2)=[CH:15][CH:14]=[CH:13][N:12]=3)=[N:6][CH:7]=1.[SH:25][CH2:26][CH2:27][C:28]([O:30][CH3:31])=[O:29].C(N(C(C)C)C(C)C)C. No catalyst specified. The product is [O:18]([C:4]1[CH:3]=[C:2]([S:25][CH2:26][CH2:27][C:28]([O:30][CH3:31])=[O:29])[CH:7]=[N:6][C:5]=1[NH:8][C:9]1[S:10][C:11]2[C:16]([N:17]=1)=[CH:15][CH:14]=[CH:13][N:12]=2)[C:19]1[CH:24]=[CH:23][CH:22]=[CH:21][CH:20]=1. The yield is 0.750. (3) The reactants are [CH3:1][O:2][C:3]([C:5]1[S:6][C:7]([C:11]2[CH:16]=[CH:15][CH:14]=[CH:13][CH:12]=2)=[CH:8][C:9]=1[NH2:10])=[O:4].[CH:17]([CH:19]1[CH2:24][CH2:23][N:22]([C:25]([O:27][CH2:28][C:29]2[CH:34]=[CH:33][CH:32]=[CH:31][CH:30]=2)=[O:26])[CH2:21][CH2:20]1)=O.C([Sn](Cl)(Cl)CCCC)CCC.C1([SiH3])C=CC=CC=1. The catalyst is C1COCC1.CCOC(C)=O. The product is [CH2:28]([O:27][C:25]([N:22]1[CH2:23][CH2:24][CH:19]([CH2:17][NH:10][C:9]2[CH:8]=[C:7]([C:11]3[CH:16]=[CH:15][CH:14]=[CH:13][CH:12]=3)[S:6][C:5]=2[C:3]([O:2][CH3:1])=[O:4])[CH2:20][CH2:21]1)=[O:26])[C:29]1[CH:30]=[CH:31][CH:32]=[CH:33][CH:34]=1. The yield is 0.500.